From a dataset of Full USPTO retrosynthesis dataset with 1.9M reactions from patents (1976-2016). Predict the reactants needed to synthesize the given product. (1) Given the product [CH3:1][C:2]1[S:3][C:4]2[CH:10]=[C:9]([NH2:11])[C:8]([CH3:14])=[CH:7][C:5]=2[N:6]=1, predict the reactants needed to synthesize it. The reactants are: [CH3:1][C:2]1[S:3][C:4]2[CH:10]=[C:9]([N+:11]([O-])=O)[C:8]([CH3:14])=[CH:7][C:5]=2[N:6]=1. (2) Given the product [F:10][C:9]([F:12])([F:11])[S:6]([O:4][CH2:3][CH:2]([F:5])[F:1])(=[O:8])=[O:7], predict the reactants needed to synthesize it. The reactants are: [F:1][CH:2]([F:5])[CH2:3][OH:4].[S:6](O[S:6]([C:9]([F:12])([F:11])[F:10])(=[O:8])=[O:7])([C:9]([F:12])([F:11])[F:10])(=[O:8])=[O:7]. (3) Given the product [Br:1][C:2]1[CH:7]=[CH:6][CH:5]=[CH:4][C:3]=1[S:8]([C:11]1[CH:18]=[CH:17][C:14](/[CH:15]=[CH:22]/[C:21]2[CH:29]=[CH:30][C:31]([F:33])=[CH:32][C:20]=2[F:19])=[CH:13][CH:12]=1)(=[O:10])=[O:9], predict the reactants needed to synthesize it. The reactants are: [Br:1][C:2]1[CH:7]=[CH:6][CH:5]=[CH:4][C:3]=1[S:8]([C:11]1[CH:18]=[CH:17][C:14]([CH:15]=O)=[CH:13][CH:12]=1)(=[O:10])=[O:9].[F:19][C:20]1[CH:32]=[C:31]([F:33])[CH:30]=[CH:29][C:21]=1[CH2:22]P(=O)(OC)OC.C1OCCOCCOCCOCCOC1.[H-].[Na+].C(=O)([O-])[O-].[Na+].[Na+]. (4) The reactants are: Br[C:2]1[CH:9]=[CH:8][C:7]([OH:10])=[CH:6][C:3]=1[CH:4]=[O:5].[Cl:11][C:12]1[CH:17]=[CH:16][C:15](B(O)O)=[CH:14][CH:13]=1.C(O)C.C([O-])([O-])=O.[Na+].[Na+]. Given the product [Cl:11][C:12]1[CH:17]=[CH:16][C:15]([C:2]2[C:3]([CH:4]=[O:5])=[CH:6][C:7]([OH:10])=[CH:8][CH:9]=2)=[CH:14][CH:13]=1, predict the reactants needed to synthesize it. (5) Given the product [NH2:31][C@H:26]([C:27]([CH3:30])([CH3:29])[CH3:28])[C:24]([N:21]1[CH2:22][CH2:23][CH:18]([N:16]2[CH2:17][C:13]3=[CH:12][N:11]=[C:10]([CH2:9][O:8][Si:1]([C:4]([CH3:5])([CH3:6])[CH3:7])([CH3:2])[CH3:3])[N:14]3[C:15]2=[O:42])[CH2:19][CH2:20]1)=[O:25], predict the reactants needed to synthesize it. The reactants are: [Si:1]([O:8][CH2:9][C:10]1[N:14]2[C:15](=[O:42])[N:16]([CH:18]3[CH2:23][CH2:22][N:21]([C:24]([C@H:26]([NH:31]C(=O)OCC4C=CC=CC=4)[C:27]([CH3:30])([CH3:29])[CH3:28])=[O:25])[CH2:20][CH2:19]3)[CH2:17][C:13]2=[CH:12][N:11]=1)([C:4]([CH3:7])([CH3:6])[CH3:5])([CH3:3])[CH3:2]. (6) The reactants are: [CH:1]([C:3]1[NH:7][C:6]([CH3:8])=[C:5]([C:9]([OH:11])=O)[C:4]=1[CH3:12])=[O:2].[NH2:13][CH2:14][CH2:15][N:16]1[CH2:20][CH2:19][CH2:18][CH2:17]1. Given the product [N:16]1([CH2:15][CH2:14][NH:13][C:9]([C:5]2[C:4]([CH3:12])=[C:3]([CH:1]=[O:2])[NH:7][C:6]=2[CH3:8])=[O:11])[CH2:20][CH2:19][CH2:18][CH2:17]1, predict the reactants needed to synthesize it. (7) Given the product [CH3:16][O:17][C:2]1[CH:7]=[CH:6][C:5]([C:8]([C:10]2[N:14]([CH3:15])[CH:13]=[N:12][CH:11]=2)=[O:9])=[CH:4][N:3]=1, predict the reactants needed to synthesize it. The reactants are: Cl[C:2]1[CH:7]=[CH:6][C:5]([C:8]([C:10]2[N:14]([CH3:15])[CH:13]=[N:12][CH:11]=2)=[O:9])=[CH:4][N:3]=1.[CH3:16][OH:17]. (8) Given the product [Cl:34][C:26]1[CH:27]=[C:28]([O:31][CH2:32][CH3:33])[CH:29]=[CH:30][C:25]=1[CH2:24][N:22]1[C:6]2[CH:7]=[C:8]([C:11]3[CH:12]=[C:13]([CH:14]=[CH:15][CH:16]=3)[C:17]([O:19][CH2:20][CH3:21])=[O:18])[CH:9]=[CH:10][C:5]=2[N:4]=[C:1]1[CH3:2], predict the reactants needed to synthesize it. The reactants are: [C:1]([NH:4][C:5]1[CH:10]=[CH:9][C:8]([C:11]2[CH:16]=[CH:15][CH:14]=[C:13]([C:17]([O:19][CH2:20][CH3:21])=[O:18])[CH:12]=2)=[CH:7][C:6]=1[NH2:22])(=O)[CH3:2].Br[CH2:24][C:25]1[CH:30]=[CH:29][C:28]([O:31][CH2:32][CH3:33])=[CH:27][C:26]=1[Cl:34]. (9) Given the product [NH2:47][C@H:48]([CH3:52])[C:49]([N:4]1[CH2:5][CH2:6][C@H:7]([O:8][C:9]2[CH:16]=[CH:15][C:14]([C:17]3[N:22]=[C:21]([NH:23][C:24]4[CH:29]=[CH:28][C:27]([N:30]5[CH2:31][CH2:32][N:33]([CH:36]6[CH2:39][O:38][CH2:37]6)[CH2:34][CH2:35]5)=[CH:26][CH:25]=4)[N:20]=[CH:19][N:18]=3)=[CH:13][C:10]=2[C:11]#[N:12])[C@H:2]([F:1])[CH2:3]1)=[O:50], predict the reactants needed to synthesize it. The reactants are: [F:1][C@H:2]1[C@@H:7]([O:8][C:9]2[CH:16]=[CH:15][C:14]([C:17]3[N:22]=[C:21]([NH:23][C:24]4[CH:29]=[CH:28][C:27]([N:30]5[CH2:35][CH2:34][N:33]([CH:36]6[CH2:39][O:38][CH2:37]6)[CH2:32][CH2:31]5)=[CH:26][CH:25]=4)[N:20]=[CH:19][N:18]=3)=[CH:13][C:10]=2[C:11]#[N:12])[CH2:6][CH2:5][NH:4][CH2:3]1.C(OC([NH:47][C@H:48]([CH3:52])[C:49](O)=[O:50])=O)(C)(C)C.